This data is from Reaction yield outcomes from USPTO patents with 853,638 reactions. The task is: Predict the reaction yield, written as a fraction of the theoretical maximum amount of product (1.0 means a 100% yield; for example, 0.34 means a 34% yield). (1) The reactants are C1C=CC(P(C2C(C3C(P(C4C=CC=CC=4)C4C=CC=CC=4)=CC=C4C=3C=CC=C4)=C3C(C=CC=C3)=CC=2)C2C=CC=CC=2)=CC=1.CC(C)([O-])C.[Na+].Br[C:54]1[CH:55]=[N:56][C:57]2[C:62]([CH:63]=1)=[N:61][CH:60]=[CH:59][C:58]=2[Cl:64].[C:65]1([C:71]([C:73]2[CH:78]=[CH:77][CH:76]=[CH:75][CH:74]=2)=[NH:72])[CH:70]=[CH:69][CH:68]=[CH:67][CH:66]=1. The catalyst is ClCCl.C1C=CC(/C=C/C(/C=C/C2C=CC=CC=2)=O)=CC=1.C1C=CC(/C=C/C(/C=C/C2C=CC=CC=2)=O)=CC=1.C1C=CC(/C=C/C(/C=C/C2C=CC=CC=2)=O)=CC=1.[Pd].[Pd].C1(C)C=CC=CC=1. The product is [Cl:64][C:58]1[CH:59]=[CH:60][N:61]=[C:62]2[C:57]=1[N:56]=[CH:55][C:54]([N:72]=[C:71]([C:65]1[CH:70]=[CH:69][CH:68]=[CH:67][CH:66]=1)[C:73]1[CH:78]=[CH:77][CH:76]=[CH:75][CH:74]=1)=[CH:63]2. The yield is 0.500. (2) The reactants are [Br:1][C:2]1[CH:3]=[C:4]([N+:12]([O-:14])=[O:13])[C:5]([CH3:11])=[C:6]([CH:10]=1)[C:7]([OH:9])=[O:8].[C:15](=O)([O-])[O-].[Na+].[Na+].CI. The catalyst is CN(C=O)C. The product is [Br:1][C:2]1[CH:3]=[C:4]([N+:12]([O-:14])=[O:13])[C:5]([CH3:11])=[C:6]([CH:10]=1)[C:7]([O:9][CH3:15])=[O:8]. The yield is 0.970.